This data is from Forward reaction prediction with 1.9M reactions from USPTO patents (1976-2016). The task is: Predict the product of the given reaction. (1) Given the reactants [Br:1][C:2]1[CH:3]=[C:4]2[C:12](=[CH:13][CH:14]=1)[NH:11][C:10]1[C:9](=O)[CH2:8][CH2:7][CH2:6][C:5]2=1.[Cl:16][C:17]1[CH:23]=[CH:22][CH:21]=[CH:20][C:18]=1[NH2:19], predict the reaction product. The product is: [Br:1][C:2]1[CH:3]=[C:4]2[C:12](=[CH:13][CH:14]=1)[NH:11][C:10]1[CH:9]([NH:19][C:18]3[CH:20]=[CH:21][CH:22]=[CH:23][C:17]=3[Cl:16])[CH2:8][CH2:7][CH2:6][C:5]2=1. (2) Given the reactants [Cl:1][C:2]1[CH:11]=[CH:10][C:9]2[NH:8][C:7](=[O:12])[C:6]3=[C:13]([CH3:16])[NH:14][N:15]=[C:5]3[C:4]=2[CH:3]=1.[C:17]([O:21][C:22]([N:24]1[CH2:29][CH2:28][CH2:27][CH2:26][CH:25]1[CH2:30][CH2:31]Br)=[O:23])([CH3:20])([CH3:19])[CH3:18].[H-].[Na+].[OH2:35], predict the reaction product. The product is: [C:17]([O:21][C:22]([N:24]1[CH2:29][CH2:28][CH2:27][CH2:26][CH:25]1[CH2:30][CH2:31][N:8]1[C:9]2[CH:10]=[CH:11][C:2]([Cl:1])=[CH:3][C:4]=2[C:5]2=[N:15][N:14]([CH:10]3[CH2:11][CH2:2][CH2:3][CH2:4][O:35]3)[C:13]([CH3:16])=[C:6]2[C:7]1=[O:12])=[O:23])([CH3:20])([CH3:19])[CH3:18]. (3) Given the reactants [NH2:1][C:2]1[C:7]2=[C:8]([C:14]3[CH:19]=[CH:18][C:17]([NH:20][C:21]4[NH:25][C:24]5[C:26]([F:31])=[CH:27][C:28]([F:30])=[CH:29][C:23]=5[N:22]=4)=[CH:16][CH:15]=3)[C:9]([C:11](O)=[O:12])=[CH:10][N:6]2[N:5]=[CH:4][N:3]=1.[C:32]([NH2:36])([CH3:35])([CH3:34])[CH3:33].CN1CCOCC1, predict the reaction product. The product is: [NH2:1][C:2]1[C:7]2=[C:8]([C:14]3[CH:19]=[CH:18][C:17]([NH:20][C:21]4[NH:25][C:24]5[C:26]([F:31])=[CH:27][C:28]([F:30])=[CH:29][C:23]=5[N:22]=4)=[CH:16][CH:15]=3)[C:9]([C:11]([NH:36][C:32]([CH3:35])([CH3:34])[CH3:33])=[O:12])=[CH:10][N:6]2[N:5]=[CH:4][N:3]=1.